Dataset: Full USPTO retrosynthesis dataset with 1.9M reactions from patents (1976-2016). Task: Predict the reactants needed to synthesize the given product. (1) Given the product [OH:1][CH2:2][CH2:3][N:4]([CH:22]([CH3:24])[CH3:23])[C:5]([C:7]1[S:8][C:9]2[CH2:10][CH2:11][O:12][C:13]3[CH:20]=[CH:19][C:18]([C:31]4[CH:30]=[N:29][N:28]([CH2:27][C:26]([OH:43])([CH3:42])[CH3:25])[CH:32]=4)=[CH:17][C:14]=3[C:15]=2[N:16]=1)=[O:6], predict the reactants needed to synthesize it. The reactants are: [OH:1][CH2:2][CH2:3][N:4]([CH:22]([CH3:24])[CH3:23])[C:5]([C:7]1[S:8][C:9]2[CH2:10][CH2:11][O:12][C:13]3[CH:20]=[CH:19][C:18](Br)=[CH:17][C:14]=3[C:15]=2[N:16]=1)=[O:6].[CH3:25][C:26]([OH:43])([CH3:42])[CH2:27][N:28]1[CH:32]=[C:31](B2OC(C)(C)C(C)(C)O2)[CH:30]=[N:29]1. (2) Given the product [C:18]([OH:36])(=[O:17])[CH2:19][CH2:20][CH2:21][CH2:22][CH2:23][CH2:37][CH2:38][CH2:39][CH2:40][CH2:41][CH2:42][CH2:43][CH2:44][CH2:45][CH2:46][CH2:47][C:48]([OH:50])=[O:49], predict the reactants needed to synthesize it. The reactants are: O=C[C@@H]([C@H]([C@@H]([C@@H](CO)O)O)O)O.[OH-].[Na+].C([O:17][C:18](=[O:36])[CH2:19][CH2:20][CH2:21][CH2:22][CH2:23]CCCCCCCCCCCC)C.[C:37](O)(=O)[CH2:38][CH2:39][CH2:40][CH2:41][CH2:42][CH2:43][CH2:44][CH2:45][CH2:46][CH2:47][C:48]([OH:50])=[O:49].